Dataset: Catalyst prediction with 721,799 reactions and 888 catalyst types from USPTO. Task: Predict which catalyst facilitates the given reaction. (1) Product: [CH2:1]([O:3][C:4]1[CH:9]=[C:8]([CH2:10][CH3:11])[C:7]([CH2:12][C:14]2[N:15]=[CH:16][NH:17][CH:18]=2)=[C:6]([CH2:38][CH3:39])[CH:5]=1)[CH3:2]. The catalyst class is: 4. Reactant: [CH2:1]([O:3][C:4]1[CH:9]=[C:8]([CH2:10][CH3:11])[C:7]([CH:12]([C:14]2[N:15]=[CH:16][N:17](C(C3C=CC=CC=3)(C3C=CC=CC=3)C3C=CC=CC=3)[CH:18]=2)O)=[C:6]([CH2:38][CH3:39])[CH:5]=1)[CH3:2].C([SiH](CC)CC)C.FC(F)(F)C(O)=O. (2) Reactant: [Cl:1][C:2]1[CH:7]=[CH:6][C:5]([NH:8][C:9]2[C:18]3[C:17]([NH2:19])=[C:16]([O:20][CH3:21])[C:15]([O:22][CH3:23])=[CH:14][C:13]=3[N:12]=[CH:11][N:10]=2)=[CH:4][CH:3]=1.[C:24](N1C=CN=C1)(N1C=CN=C1)=[S:25]. Product: [Cl:1][C:2]1[CH:3]=[CH:4][C:5]([N:8]2[C:9]3[C:18]4[C:13]([N:12]=[CH:11][N:10]=3)=[CH:14][C:15]([O:22][CH3:23])=[C:16]([O:20][CH3:21])[C:17]=4[NH:19][C:24]2=[S:25])=[CH:6][CH:7]=1. The catalyst class is: 26. (3) Reactant: F[C:2]1[CH:23]=[C:22]([C:24]([F:30])([F:29])[C:25]([F:28])([F:27])[F:26])[CH:21]=[CH:20][C:3]=1[C:4]([NH:6][C:7]1[CH:19]=[CH:18][C:10]([C:11]([O:13]C(C)(C)C)=[O:12])=[CH:9][CH:8]=1)=[O:5].[F:31][C:32](F)(F)[C:33]([OH:35])=O. Product: [F:31][C:32]1[CH:25]=[C:24]([F:29])[CH:22]=[CH:21][C:33]=1[O:35][C:2]1[CH:23]=[C:22]([C:24]([F:29])([F:30])[C:25]([F:27])([F:28])[F:26])[CH:21]=[CH:20][C:3]=1[C:4]([NH:6][C:7]1[CH:19]=[CH:18][C:10]([C:11]([OH:13])=[O:12])=[CH:9][CH:8]=1)=[O:5]. The catalyst class is: 4. (4) Reactant: N1(C(Cl)=O)CCOCC1.[N:10]1([C:16]([N:18]=[C:19]=[S:20])=[O:17])[CH2:15][CH2:14][O:13][CH2:12][CH2:11]1.[Cl:21][C:22]1[CH:23]=[C:24]([CH:26]=[CH:27][C:28]=1[O:29][C:30]1[C:39]2[C:34](=[CH:35][C:36]([O:42][CH3:43])=[C:37]([O:40][CH3:41])[CH:38]=2)[N:33]=[CH:32][CH:31]=1)[NH2:25].C1(C)C=CC=CC=1. Product: [N:10]1([C:16]([N:18]=[C:19]=[S:20])=[O:17])[CH2:11][CH2:12][O:13][CH2:14][CH2:15]1.[Cl:21][C:22]1[CH:23]=[C:24]([NH:25][C:19]([NH:18][C:16]([N:10]2[CH2:11][CH2:12][O:13][CH2:14][CH2:15]2)=[O:17])=[S:20])[CH:26]=[CH:27][C:28]=1[O:29][C:30]1[C:39]2[C:34](=[CH:35][C:36]([O:42][CH3:43])=[C:37]([O:40][CH3:41])[CH:38]=2)[N:33]=[CH:32][CH:31]=1. The catalyst class is: 8.